From a dataset of Forward reaction prediction with 1.9M reactions from USPTO patents (1976-2016). Predict the product of the given reaction. Given the reactants [Cu][C:2]#[N:3].[CH3:4][O:5][C:6](=[O:15])[CH2:7][C:8]1[CH:13]=[CH:12][CH:11]=[CH:10][C:9]=1Br, predict the reaction product. The product is: [CH3:4][O:5][C:6](=[O:15])[CH2:7][C:8]1[CH:9]=[CH:10][CH:11]=[CH:12][C:13]=1[C:2]#[N:3].